The task is: Predict the reaction yield, written as a fraction of the theoretical maximum amount of product (1.0 means a 100% yield; for example, 0.34 means a 34% yield).. This data is from Reaction yield outcomes from USPTO patents with 853,638 reactions. (1) The reactants are [F:1][C:2]1[CH:7]=[C:6]([N+:8]([O-:10])=[O:9])[CH:5]=[CH:4][C:3]=1[OH:11].[H-].[Na+].[NH2:14][C:15]1[CH:20]=[C:19](Cl)[N:18]=[CH:17][N:16]=1.[OH-].[Na+]. The catalyst is CS(C)=O. The product is [F:1][C:2]1[CH:7]=[C:6]([N+:8]([O-:10])=[O:9])[CH:5]=[CH:4][C:3]=1[O:11][C:19]1[N:18]=[CH:17][N:16]=[C:15]([NH2:14])[CH:20]=1. The yield is 0.160. (2) The reactants are [CH2:1]([O:8][C@@H:9]1[C@@H:14]([O:15][CH2:16][C:17]2[CH:22]=[CH:21][CH:20]=[CH:19][CH:18]=2)[C@H:13]([O:23][CH2:24][C:25]2[CH:30]=[CH:29][CH:28]=[CH:27][CH:26]=2)[C@@H:12]([CH2:31][O:32][CH2:33][C:34]2[CH:39]=[CH:38][CH:37]=[CH:36][CH:35]=2)[O:11][C@H:10]1[O:40][C@H:41]1[C@H:50]([OH:51])[C@@H:49]([CH2:52][OH:53])[O:48][C@H:43]([O:44][CH2:45][CH:46]=[CH2:47])[C@@H:42]1[O:54][CH2:55][C:56]1[CH:61]=[CH:60][CH:59]=[CH:58][CH:57]=1)[C:2]1[CH:7]=[CH:6][CH:5]=[CH:4][CH:3]=1.[CH3:62][O:63][C:64]1[CH:69]=[CH:68][C:67](O)=[CH:66][CH:65]=1.C1(P(C2C=CC=CC=2)C2C=CC=CC=2)C=CC=CC=1.CCOC(/N=N/C(OCC)=O)=O.C1(C)C=CC=CC=1. The catalyst is C(Cl)Cl. The product is [CH2:1]([O:8][C@@H:9]1[C@@H:14]([O:15][CH2:16][C:17]2[CH:22]=[CH:21][CH:20]=[CH:19][CH:18]=2)[C@H:13]([O:23][CH2:24][C:25]2[CH:26]=[CH:27][CH:28]=[CH:29][CH:30]=2)[C@@H:12]([CH2:31][O:32][CH2:33][C:34]2[CH:39]=[CH:38][CH:37]=[CH:36][CH:35]=2)[O:11][C@H:10]1[O:40][C@H:41]1[C@H:50]([OH:51])[C@@H:49]([CH2:52][O:53][C:67]2[CH:68]=[CH:69][C:64]([O:63][CH3:62])=[CH:65][CH:66]=2)[O:48][C@H:43]([O:44][CH2:45][CH:46]=[CH2:47])[C@@H:42]1[O:54][CH2:55][C:56]1[CH:57]=[CH:58][CH:59]=[CH:60][CH:61]=1)[C:2]1[CH:7]=[CH:6][CH:5]=[CH:4][CH:3]=1. The yield is 0.690. (3) The reactants are Cl.[CH3:2][C:3]1[CH:4]=[C:5]([NH:10][NH2:11])[CH:6]=[CH:7][C:8]=1[CH3:9].C(=O)([O-])[O-].[K+].[K+].C([O:20][C:21](=O)[C:22](=COCC)[C:23](OCC)=O)C.Cl. The catalyst is C(O)C. The product is [CH3:2][C:3]1[CH:4]=[C:5]([N:10]2[CH:23]=[CH:22][C:21](=[O:20])[NH:11]2)[CH:6]=[CH:7][C:8]=1[CH3:9]. The yield is 0.870. (4) The reactants are [Br:1][C:2]1[CH:7]=[CH:6][C:5]([C:8]2([C:11]#N)[CH2:10][CH2:9]2)=[CH:4][CH:3]=1.[C:13]1([Mg]Cl)[CH:18]=[CH:17][CH:16]=[CH:15][CH:14]=1.[O:21]1CCCC1.Cl. The catalyst is O1CCCC1. The product is [Br:1][C:2]1[CH:7]=[CH:6][C:5]([C:8]2([C:11]([C:13]3[CH:18]=[CH:17][CH:16]=[CH:15][CH:14]=3)=[O:21])[CH2:10][CH2:9]2)=[CH:4][CH:3]=1. The yield is 0.630. (5) The reactants are O.O.[Sn](Cl)Cl.[C:6]([C:10]1[CH:15]=[CH:14][C:13]([S:16]([CH3:19])(=[O:18])=[O:17])=[C:12]([N+:20]([O-])=O)[CH:11]=1)([CH3:9])([CH3:8])[CH3:7].[OH-].[Na+]. The catalyst is C(OCC)(=O)C. The product is [C:6]([C:10]1[CH:15]=[CH:14][C:13]([S:16]([CH3:19])(=[O:17])=[O:18])=[C:12]([NH2:20])[CH:11]=1)([CH3:9])([CH3:7])[CH3:8]. The yield is 0.900. (6) The reactants are [NH2:1][C:2]1[CH:3]=[CH:4][C:5]2[C:14]3[C:9](=[N:10][CH:11]=[CH:12][CH:13]=3)[O:8][C:7](=[O:15])[C:6]=2[CH:16]=1.II. The catalyst is CC(C)=O. The product is [CH3:6][C:5]1([CH3:14])[CH:4]=[C:3]([CH3:2])[C:16]2[C:2](=[CH:3][CH:4]=[C:5]3[C:6]=2[C:7](=[O:15])[O:8][C:9]2[C:14]3=[CH:13][CH:12]=[CH:11][N:10]=2)[NH:1]1. The yield is 0.230.